Predict the reactants needed to synthesize the given product. From a dataset of Full USPTO retrosynthesis dataset with 1.9M reactions from patents (1976-2016). (1) Given the product [NH:8]1[CH2:12][CH2:11][C@@H:10]([O:13][C:19]2[CH:20]=[C:15]([Br:14])[CH:16]=[N:17][CH:18]=2)[CH2:9]1, predict the reactants needed to synthesize it. The reactants are: C(OC([N:8]1[CH2:12][CH2:11][C@H:10]([OH:13])[CH2:9]1)=O)(C)(C)C.[Br:14][C:15]1[CH:16]=[N:17][CH:18]=[C:19](O)[CH:20]=1.C1(P(C2C=CC=CC=2)C2C=CC=CC=2)C=CC=CC=1.N(C(OCC)=O)=NC(OCC)=O.FC(F)(F)C(O)=O. (2) Given the product [CH3:1][C:2]1([CH3:12])[O:6][C:5](=[CH:7][C:8]([N:20]([CH2:19][C:18]2[CH:23]=[CH:24][CH:25]=[CH:26][C:17]=2[O:16][CH:13]([CH3:15])[CH3:14])[O:21][CH3:22])=[O:9])[C:4](=[O:11])[O:3]1, predict the reactants needed to synthesize it. The reactants are: [CH3:1][C:2]1([CH3:12])[O:6][C:5](=[CH:7][C:8](Cl)=[O:9])[C:4](=[O:11])[O:3]1.[CH:13]([O:16][C:17]1[CH:26]=[CH:25][CH:24]=[CH:23][C:18]=1[CH2:19][NH:20][O:21][CH3:22])([CH3:15])[CH3:14]. (3) Given the product [CH3:17][C:15](=[CH2:16])[CH:14]([C:7]1[CH:8]=[N:9][CH:10]=[CH:11][CH:12]=1)[OH:13], predict the reactants needed to synthesize it. The reactants are: C([Li])CCC.Br[C:7]1[CH:8]=[N:9][CH:10]=[CH:11][CH:12]=1.[O:13]=[CH:14][C:15](=[CH2:17])[CH3:16].[Cl-].[NH4+]. (4) Given the product [CH3:1][O:2][C:3]([NH:5][CH2:6][CH2:7][CH2:8][CH2:9][C:10]([O:12][CH2:31][C@H:29]1[O:28][N:27]=[C:26]([C:23]2[CH:24]=[CH:25][C:20]([C:19]3[CH:18]=[CH:17][C:16]([N:33]4[CH2:37][C@H:36]([CH2:38][N:39]5[CH:43]=[CH:42][N:41]=[N:40]5)[O:35][C:34]4=[O:44])=[CH:15][C:14]=3[F:13])=[CH:21][N:22]=2)[CH2:30]1)=[O:11])=[O:4], predict the reactants needed to synthesize it. The reactants are: [CH3:1][O:2][C:3]([NH:5][CH2:6][CH2:7][CH2:8][CH2:9][C:10]([OH:12])=[O:11])=[O:4].[F:13][C:14]1[CH:15]=[C:16]([N:33]2[CH2:37][C@H:36]([CH2:38][N:39]3[CH:43]=[CH:42][N:41]=[N:40]3)[O:35][C:34]2=[O:44])[CH:17]=[CH:18][C:19]=1[C:20]1[CH:21]=[N:22][C:23]([C:26]2[CH2:30][C@@H:29]([CH2:31]O)[O:28][N:27]=2)=[CH:24][CH:25]=1.Cl.CN(C)CCCN=C=NCC.